From a dataset of Catalyst prediction with 721,799 reactions and 888 catalyst types from USPTO. Predict which catalyst facilitates the given reaction. (1) Reactant: [CH:1]([N:4]1[CH:8]=[C:7](B(O)O)[CH:6]=[N:5]1)([CH3:3])[CH3:2].[OH-:12].[Na+].OO.Cl. Product: [CH:1]([N:4]1[CH:8]=[C:7]([OH:12])[CH:6]=[N:5]1)([CH3:3])[CH3:2]. The catalyst class is: 1. (2) Reactant: [Br:1][C:2]1[CH:10]=[C:9]2[C:5]([CH:6]=[CH:7][N:8]2[CH2:11][C:12](OC)=[O:13])=[CH:4][C:3]=1[F:16].[H-].[H-].[H-].[H-].[Li+].[Al+3].C(=O)=O.CC(C)=O. Product: [Br:1][C:2]1[CH:10]=[C:9]2[C:5]([CH:6]=[CH:7][N:8]2[CH2:11][CH2:12][OH:13])=[CH:4][C:3]=1[F:16]. The catalyst class is: 1. (3) Reactant: [Cl:1][C:2]1[CH:7]=[CH:6][C:5]([C:8]2[N:12]([CH:13]([CH:16]3[CH2:21][CH2:20][CH2:19][CH2:18][CH2:17]3)[CH2:14]O)[C:11]3[CH:22]=[C:23]([F:27])[C:24]([F:26])=[CH:25][C:10]=3[N:9]=2)=[CH:4][CH:3]=1.C1(P(C2C=CC=CC=2)C2C=CC=CC=2)C=CC=CC=1.C(Br)(Br)(Br)[Br:48]. Product: [Br:48][CH2:14][CH:13]([N:12]1[C:11]2[CH:22]=[C:23]([F:27])[C:24]([F:26])=[CH:25][C:10]=2[N:9]=[C:8]1[C:5]1[CH:6]=[CH:7][C:2]([Cl:1])=[CH:3][CH:4]=1)[CH:16]1[CH2:21][CH2:20][CH2:19][CH2:18][CH2:17]1. The catalyst class is: 4. (4) Reactant: [CH:1]([N:4]([CH2:8][CH2:9][C@@H:10]([C:17]1[CH:22]=[C:21](Br)[CH:20]=[CH:19][C:18]=1[O:24][CH2:25][C:26]1[CH:31]=[CH:30][CH:29]=[CH:28][CH:27]=1)[C:11]1[CH:16]=[CH:15][CH:14]=[CH:13][CH:12]=1)[CH:5]([CH3:7])[CH3:6])([CH3:3])[CH3:2].C(Br)C.II.[C:37](=[O:39])=[O:38].[Cl-:40].[NH4+]. Product: [ClH:40].[CH2:25]([O:24][C:18]1[CH:19]=[CH:20][C:21]([C:37]([OH:39])=[O:38])=[CH:22][C:17]=1[C@@H:10]([C:11]1[CH:16]=[CH:15][CH:14]=[CH:13][CH:12]=1)[CH2:9][CH2:8][N:4]([CH:5]([CH3:7])[CH3:6])[CH:1]([CH3:3])[CH3:2])[C:26]1[CH:31]=[CH:30][CH:29]=[CH:28][CH:27]=1. The catalyst class is: 1. (5) Reactant: [NH2:1][C:2]1[CH:7]=[CH:6][C:5]([NH:8][C:9](=[O:15])[O:10][C:11]([CH3:14])([CH3:13])[CH3:12])=[CH:4][CH:3]=1.[C:16](Cl)(=[O:19])[CH:17]=[CH2:18]. Product: [C:16]([NH:1][C:2]1[CH:3]=[CH:4][C:5]([NH:8][C:9](=[O:15])[O:10][C:11]([CH3:12])([CH3:14])[CH3:13])=[CH:6][CH:7]=1)(=[O:19])[CH:17]=[CH2:18]. The catalyst class is: 1. (6) Reactant: [CH2:1]([C:8]1[C:9]([O:20][C@@H:21]2[O:47][C@H:46]([CH2:48][O:49][C:50](=[O:55])[C:51]([CH3:54])([CH3:53])[CH3:52])[C@@H:38]([O:39][C:40](=[O:45])[C:41]([CH3:44])([CH3:43])[CH3:42])[C@H:30]([O:31][C:32](=[O:37])[C:33]([CH3:36])([CH3:35])[CH3:34])[C@H:22]2[O:23][C:24](=[O:29])[C:25]([CH3:28])([CH3:27])[CH3:26])=[N:10][N:11](C(=O)CC)[C:12]=1[CH:13]([CH3:15])[CH3:14])[C:2]1[CH:7]=[CH:6][CH:5]=[CH:4][CH:3]=1.C(=O)(O)[O-].[Na+].O. Product: [CH2:1]([C:8]1[C:9]([O:20][C@@H:21]2[O:47][C@H:46]([CH2:48][O:49][C:50](=[O:55])[C:51]([CH3:52])([CH3:54])[CH3:53])[C@@H:38]([O:39][C:40](=[O:45])[C:41]([CH3:44])([CH3:43])[CH3:42])[C@H:30]([O:31][C:32](=[O:37])[C:33]([CH3:34])([CH3:36])[CH3:35])[C@H:22]2[O:23][C:24](=[O:29])[C:25]([CH3:28])([CH3:26])[CH3:27])=[N:10][NH:11][C:12]=1[CH:13]([CH3:15])[CH3:14])[C:2]1[CH:7]=[CH:6][CH:5]=[CH:4][CH:3]=1. The catalyst class is: 5. (7) Reactant: [CH3:1][O:2][C:3]([C:5]1[C:9]2[CH:10]=[CH:11][C:12](B3OC(C)(C)C(C)(C)O3)=[CH:13][C:8]=2[O:7][C:6]=1[CH3:23])=[O:4].Br[C:25]1[CH:48]=[CH:47][C:28]([O:29][CH2:30][C:31]2[C:32]([C:39]3[C:44]([Cl:45])=[CH:43][CH:42]=[CH:41][C:40]=3[Cl:46])=[N:33][O:34][C:35]=2[CH:36]2[CH2:38][CH2:37]2)=[CH:27][C:26]=1[CH3:49].N#N.C1(P(C2CCCCC2)C2(OC)CC=CC(OC)=C2C2C=CC=CC=2)CCCCC1.P([O-])([O-])([O-])=O.[K+].[K+].[K+]. Product: [CH3:1][O:2][C:3]([C:5]1[C:9]2[CH:10]=[CH:11][C:12]([C:25]3[CH:48]=[CH:47][C:28]([O:29][CH2:30][C:31]4[C:32]([C:39]5[C:44]([Cl:45])=[CH:43][CH:42]=[CH:41][C:40]=5[Cl:46])=[N:33][O:34][C:35]=4[CH:36]4[CH2:38][CH2:37]4)=[CH:27][C:26]=3[CH3:49])=[CH:13][C:8]=2[O:7][C:6]=1[CH3:23])=[O:4]. The catalyst class is: 874. (8) Reactant: [F:1][C:2]1[CH:3]=[C:4]([C:8]2(O)[CH2:17][CH2:16][C:11]3([O:15][CH2:14][CH2:13][O:12]3)[CH2:10][CH2:9]2)[CH:5]=[CH:6][CH:7]=1.C1(C)C=CC(S(O)(=O)=O)=CC=1.C1(C)C=CC=CC=1. Product: [F:1][C:2]1[CH:3]=[C:4]([C:8]2[CH2:17][CH2:16][C:11]3([O:12][CH2:13][CH2:14][O:15]3)[CH2:10][CH:9]=2)[CH:5]=[CH:6][CH:7]=1. The catalyst class is: 6.